Dataset: Retrosynthesis with 50K atom-mapped reactions and 10 reaction types from USPTO. Task: Predict the reactants needed to synthesize the given product. (1) Given the product COc1c(N)cc(Br)nc1C(=O)O, predict the reactants needed to synthesize it. The reactants are: COC(=O)c1nc(Br)cc(N)c1OC. (2) Given the product CCOC(=O)c1cn2c(n1)CN(c1ncc(CC)cn1)CC2, predict the reactants needed to synthesize it. The reactants are: CCOC(=O)c1cn2c(n1)CNCC2.CCc1cnc(Cl)nc1.